From a dataset of Full USPTO retrosynthesis dataset with 1.9M reactions from patents (1976-2016). Predict the reactants needed to synthesize the given product. (1) The reactants are: Cl[C:2]1[N:3]=[CH:4][C:5]([C:8]([NH2:10])=[O:9])=[N:6][CH:7]=1.[C:11]([O:15][C:16](=[O:34])[N:17]([CH2:26][C:27]1[CH:32]=[CH:31][C:30]([OH:33])=[CH:29][CH:28]=1)[CH2:18][CH2:19][C:20]1[CH:25]=[CH:24][CH:23]=[CH:22][CH:21]=1)([CH3:14])([CH3:13])[CH3:12].C([O-])([O-])=O.[K+].[K+]. Given the product [C:11]([O:15][C:16](=[O:34])[N:17]([CH2:26][C:27]1[CH:32]=[CH:31][C:30]([O:33][C:2]2[CH:7]=[N:6][C:5]([C:8](=[O:9])[NH2:10])=[CH:4][N:3]=2)=[CH:29][CH:28]=1)[CH2:18][CH2:19][C:20]1[CH:25]=[CH:24][CH:23]=[CH:22][CH:21]=1)([CH3:14])([CH3:12])[CH3:13], predict the reactants needed to synthesize it. (2) Given the product [ClH:41].[NH2:7][C@H:8]1[C:16]2[C:11](=[CH:12][CH:13]=[C:14]([O:17][C:18]3[N:19]=[C:20]4[C:26]([CH:27]=[O:28])=[CH:25][N:24]([CH2:29][O:30][CH2:31][CH2:32][Si:33]([CH3:36])([CH3:35])[CH3:34])[C:21]4=[N:22][CH:23]=3)[CH:15]=2)[CH2:10][CH2:9]1, predict the reactants needed to synthesize it. The reactants are: C(OC(=O)[NH:7][C@H:8]1[C:16]2[C:11](=[CH:12][CH:13]=[C:14]([O:17][C:18]3[N:19]=[C:20]4[C:26]([CH:27]=[O:28])=[CH:25][N:24]([CH2:29][O:30][CH2:31][CH2:32][Si:33]([CH3:36])([CH3:35])[CH3:34])[C:21]4=[N:22][CH:23]=3)[CH:15]=2)[CH2:10][CH2:9]1)(C)(C)C.C([Cl:41])(=O)C. (3) Given the product [CH2:1]1[C@@H:6]([CH2:7][NH2:8])[O:5][C@H:4]([O:9][C@H:10]2[C@H:15]([OH:16])[C@@H:14]([O:17][C@H:18]3[O:23][C@H:22]([CH2:24][OH:25])[C@@H:21]([OH:26])[C@H:20]([NH2:27])[C@H:19]3[OH:28])[C@H:13]([NH:29][C:30]([C@@H:32]([OH:36])[CH2:33][CH2:34][NH2:35])=[O:31])[CH2:12][C@@H:11]2[NH2:37])[C@H:3]([NH2:38])[CH2:2]1.[ClH:39], predict the reactants needed to synthesize it. The reactants are: [CH2:1]1[C@@H:6]([CH2:7][NH2:8])[O:5][C@H:4]([O:9][C@H:10]2[C@H:15]([OH:16])[C@@H:14]([O:17][C@H:18]3[O:23][C@H:22]([CH2:24][OH:25])[C@@H:21]([OH:26])[C@H:20]([NH2:27])[C@H:19]3[OH:28])[C@H:13]([NH:29][C:30]([C@@H:32]([OH:36])[CH2:33][CH2:34][NH2:35])=[O:31])[CH2:12][C@@H:11]2[NH2:37])[C@H:3]([NH2:38])[CH2:2]1.[ClH:39].